This data is from Retrosynthesis with 50K atom-mapped reactions and 10 reaction types from USPTO. The task is: Predict the reactants needed to synthesize the given product. (1) Given the product COC=C(C(=O)OC)c1c(C)nc2sc(-c3ccc(OC)cc3)nn12, predict the reactants needed to synthesize it. The reactants are: COC(=O)Cc1c(C)nc2sc(-c3ccc(OC)cc3)nn12.COC=O. (2) Given the product COC(=O)C[C@@H]1COc2cc(O[C@@H]3CCc4cc(C(C)(C)C)ccc43)ccc21, predict the reactants needed to synthesize it. The reactants are: CC(C)(C)c1ccc2c(c1)CC[C@@H]2O.COC(=O)C[C@@H]1COc2cc(O)ccc21. (3) Given the product CCCC=C1CCN(C[C@@H](C)CN2C(=O)CSc3ccccc32)CC1, predict the reactants needed to synthesize it. The reactants are: CCCC=C1CCNCC1.C[C@H](CI)CN1C(=O)CSc2ccccc21. (4) Given the product CCOC(=O)/C(F)=C/c1cnc(N[C@@H]2CCNC2)c(Cl)c1, predict the reactants needed to synthesize it. The reactants are: CCOC(=O)/C(F)=C/c1cnc(N[C@@H]2CCN(C(=O)OC(C)(C)C)C2)c(Cl)c1. (5) Given the product CC1(c2ccc(F)cc2)CO1, predict the reactants needed to synthesize it. The reactants are: CC(=O)c1ccc(F)cc1.CS(C)=O. (6) Given the product Cn1c(=O)[nH]cc(F)c1=O, predict the reactants needed to synthesize it. The reactants are: CI.O=c1[nH]cc(F)c(=O)[nH]1.